From a dataset of Reaction yield outcomes from USPTO patents with 853,638 reactions. Predict the reaction yield, written as a fraction of the theoretical maximum amount of product (1.0 means a 100% yield; for example, 0.34 means a 34% yield). The reactants are C([O:4][C@H:5]1[CH2:10][CH2:9][C@H:8]([NH:11][C:12]([O:14][C:15]([CH3:18])([CH3:17])[CH3:16])=[O:13])[CH:7]=[CH:6]1)(=O)C.C([O-])([O-])=O.[K+].[K+]. The catalyst is CO. The product is [OH:4][C@H:5]1[CH2:10][CH2:9][C@H:8]([NH:11][C:12]([O:14][C:15]([CH3:18])([CH3:17])[CH3:16])=[O:13])[CH:7]=[CH:6]1. The yield is 0.600.